Dataset: Reaction yield outcomes from USPTO patents with 853,638 reactions. Task: Predict the reaction yield, written as a fraction of the theoretical maximum amount of product (1.0 means a 100% yield; for example, 0.34 means a 34% yield). (1) The product is [C:2]([N:6]1[C:18]([CH3:19])=[C:12]([C:13]([O:15][CH2:16][CH3:17])=[O:14])[CH:11]=[N:7]1)([CH3:5])([CH3:4])[CH3:3]. The reactants are Cl.[C:2]([NH:6][NH2:7])([CH3:5])([CH3:4])[CH3:3].CN([CH:11]=[C:12]([C:18](=O)[CH3:19])[C:13]([O:15][CH2:16][CH3:17])=[O:14])C. The catalyst is C(O)C.CCOCC. The yield is 0.650. (2) The reactants are [C:1]([NH:9][C:10]1[CH:15]=[CH:14][C:13]([C:16]2[CH:24]=[C:23]3[C:19]([CH2:20][N:21]([C@@H:26]([CH:30]([CH3:32])[CH3:31])[C:27]([OH:29])=[O:28])[C:22]3=[O:25])=[CH:18][CH:17]=2)=[CH:12][CH:11]=1)(=[O:8])C1C=CC=CC=1.[C:33]1([C:39]2[NH:40][C:41](C(OCC)=O)=[N:42][N:43]=2)[CH:38]=[CH:37][CH:36]=[CH:35][CH:34]=1. No catalyst specified. The product is [CH3:31][CH:30]([CH3:32])[C@H:26]([N:21]1[CH2:20][C:19]2[C:23](=[CH:24][C:16]([C:13]3[CH:14]=[CH:15][C:10]([NH:9][C:1]([C:41]4[NH:40][C:39]([C:33]5[CH:38]=[CH:37][CH:36]=[CH:35][CH:34]=5)=[N:43][N:42]=4)=[O:8])=[CH:11][CH:12]=3)=[CH:17][CH:18]=2)[C:22]1=[O:25])[C:27]([OH:29])=[O:28]. The yield is 0.770.